From a dataset of Catalyst prediction with 721,799 reactions and 888 catalyst types from USPTO. Predict which catalyst facilitates the given reaction. (1) Reactant: [NH2:1][C:2]([NH2:4])=[S:3].[CH3:5][O:6][C:7]1[CH:12]=[CH:11][C:10]([N:13]=[C:14]=[O:15])=[C:9]([CH3:16])[CH:8]=1.Br[CH2:18][C:19](=O)[C:20]([F:26])([F:25])[C:21]([F:24])([F:23])[F:22]. Product: [CH3:5][O:6][C:7]1[CH:12]=[CH:11][C:10]([NH:13][C:14]([NH:1][C:2]2[S:3][CH:18]=[C:19]([C:20]([F:26])([F:25])[C:21]([F:24])([F:23])[F:22])[N:4]=2)=[O:15])=[C:9]([CH3:16])[CH:8]=1. The catalyst class is: 31. (2) Reactant: Br[CH2:2][C:3]1[CH:4]=[C:5]([Cl:12])[CH:6]=[C:7]([N+:9]([O-:11])=[O:10])[CH:8]=1.[CH3:13][S-:14].[Na+]. Product: [Cl:12][C:5]1[CH:6]=[C:7]([N+:9]([O-:11])=[O:10])[CH:8]=[C:3]([CH2:2][S:14][CH3:13])[CH:4]=1. The catalyst class is: 823. (3) Reactant: [F:1][C:2]1[CH:7]=[CH:6][C:5]([CH2:8][CH2:9][CH2:10][C:11]([OH:13])=O)=[CH:4][CH:3]=1. Product: [F:1][C:2]1[CH:3]=[C:4]2[C:5]([CH2:8][CH2:9][CH2:10][C:11]2=[O:13])=[CH:6][CH:7]=1. The catalyst class is: 6. (4) Reactant: [Cl:1][C:2]1[N:11]=[C:10](Cl)[C:9]2[C:4](=[CH:5][CH:6]=[CH:7][CH:8]=2)[N:3]=1.[NH2:13][C:14]1[CH:19]=[CH:18][N:17]=[CH:16][CH:15]=1.Cl. Product: [Cl:1][C:2]1[N:11]=[C:10]([NH:13][C:14]2[CH:19]=[CH:18][N:17]=[CH:16][CH:15]=2)[C:9]2[C:4](=[CH:5][CH:6]=[CH:7][CH:8]=2)[N:3]=1. The catalyst class is: 32. (5) Reactant: C([O:5][C:6](=[O:32])[C@H:7]([CH2:27][CH2:28][C:29](=[O:31])[NH2:30])[NH:8][S:9]([C:12]1[CH:21]=[C:20]2[C:15]([C:16]([Cl:26])=[CH:17][N:18]=[C:19]2[NH:22][C:23]([NH2:25])=[NH:24])=[CH:14][CH:13]=1)(=[O:11])=[O:10])(C)(C)C.CO.[F:35][C:36]([F:41])([F:40])[C:37]([OH:39])=[O:38]. Product: [F:35][C:36]([F:41])([F:40])[C:37]([OH:39])=[O:38].[Cl:26][C:16]1[C:15]2[C:20](=[CH:21][C:12]([S:9]([NH:8][C@H:7]([C:6]([OH:32])=[O:5])[CH2:27][CH2:28][C:29](=[O:31])[NH2:30])(=[O:11])=[O:10])=[CH:13][CH:14]=2)[C:19]([NH:22][C:23]([NH2:25])=[NH:24])=[N:18][CH:17]=1. The catalyst class is: 11. (6) Reactant: [CH2:1]([O:3][C:4]1[CH:5]=[C:6]([CH2:10][C:11]([O:13]C)=[O:12])[CH:7]=[CH:8][CH:9]=1)[CH3:2].[OH-].[Na+].Cl. Product: [CH2:1]([O:3][C:4]1[CH:5]=[C:6]([CH2:10][C:11]([OH:13])=[O:12])[CH:7]=[CH:8][CH:9]=1)[CH3:2]. The catalyst class is: 8. (7) Product: [F:25][C:19]1[CH:20]=[C:21]([I:24])[CH:22]=[CH:23][C:18]=1[NH:17][C:12]1[CH:13]=[N:14][CH:15]=[CH:16][C:11]=1[C:9]1[O:8][N:7]=[C:6]([CH2:4][OH:3])[N:10]=1. Reactant: C([O:3][C:4]([C:6]1[N:10]=[C:9]([C:11]2[CH:16]=[CH:15][N:14]=[CH:13][C:12]=2[NH:17][C:18]2[CH:23]=[CH:22][C:21]([I:24])=[CH:20][C:19]=2[F:25])[O:8][N:7]=1)=O)C.C1COCC1. The catalyst class is: 61. (8) Reactant: [CH2:1]([O:8][C:9]1[CH:14]=[C:13]([O:15][CH2:16][C:17]2[CH:22]=[CH:21][CH:20]=[CH:19][CH:18]=2)[C:12]([CH:23]([CH3:25])[CH3:24])=[CH:11][C:10]=1[C:26]1[O:30][N:29]=[C:28]([C:31]([NH:33][CH2:34][CH3:35])=[O:32])[C:27]=1[C:36](=[N:38][OH:39])[NH2:37])[C:2]1[CH:7]=[CH:6][CH:5]=[CH:4][CH:3]=1.C1N=CN([C:45](N2C=NC=C2)=[S:46])C=1. Product: [CH2:1]([O:8][C:9]1[CH:14]=[C:13]([O:15][CH2:16][C:17]2[CH:22]=[CH:21][CH:20]=[CH:19][CH:18]=2)[C:12]([CH:23]([CH3:25])[CH3:24])=[CH:11][C:10]=1[C:26]1[O:30][N:29]=[C:28]([C:31]([NH:33][CH2:34][CH3:35])=[O:32])[C:27]=1[C:36]1[N:37]=[C:45]([SH:46])[O:39][N:38]=1)[C:2]1[CH:7]=[CH:6][CH:5]=[CH:4][CH:3]=1. The catalyst class is: 23. (9) Reactant: [Cl:1]N1C(=O)CCC1=O.[CH3:9][C:10]1[CH:18]=[CH:17][CH:16]=[CH:15][C:11]=1[CH:12]=[N:13][OH:14]. Product: [OH:14][N:13]=[C:12]([Cl:1])[C:11]1[CH:15]=[CH:16][CH:17]=[CH:18][C:10]=1[CH3:9]. The catalyst class is: 9. (10) Reactant: [C:1]([N:8]1C=CN=C1)(N1C=CN=C1)=[O:2].[Si:13]([O:20][CH:21](O)[CH2:22][C:23]1[S:24][C:25]([Cl:28])=[CH:26][CH:27]=1)([C:16]([CH3:19])([CH3:18])[CH3:17])([CH3:15])[CH3:14].[OH-:30].[NH4+]. Product: [Si:13]([O:20][CH2:21][CH:22]([C:23]1[S:24][C:25]([Cl:28])=[CH:26][CH:27]=1)[O:30][C:1](=[O:2])[NH2:8])([C:16]([CH3:19])([CH3:18])[CH3:17])([CH3:15])[CH3:14]. The catalyst class is: 4.